Dataset: Full USPTO retrosynthesis dataset with 1.9M reactions from patents (1976-2016). Task: Predict the reactants needed to synthesize the given product. (1) Given the product [C:1]1([CH2:7][CH2:8][CH2:9][CH:10]([NH:20][C:21]([CH:23]2[CH2:28][CH2:27][N:26]([CH2:29][CH:31]([OH:30])[CH2:33][O:34][C:35]3[CH:44]=[CH:43][CH:42]=[C:41]4[C:36]=3[CH:37]=[CH:38][CH:39]=[N:40]4)[C@H:25]([CH3:45])[CH2:24]2)=[O:22])[CH2:11][CH2:12][CH2:13][C:14]2[CH:15]=[CH:16][CH:17]=[CH:18][CH:19]=2)[CH:2]=[CH:3][CH:4]=[CH:5][CH:6]=1, predict the reactants needed to synthesize it. The reactants are: [C:1]1([CH2:7][CH2:8][CH2:9][CH:10]([NH:20][C:21]([CH:23]2[CH2:28][CH2:27][N:26]([CH3:29])[CH2:25][CH2:24]2)=[O:22])[CH2:11][CH2:12][CH2:13][C:14]2[CH:19]=[CH:18][CH:17]=[CH:16][CH:15]=2)[CH:6]=[CH:5][CH:4]=[CH:3][CH:2]=1.[O:30]1C[C@@H:31]1[CH2:33][O:34][C:35]1[CH:44]=[CH:43][CH:42]=[C:41]2[C:36]=1[CH:37]=[CH:38][CH:39]=[N:40]2.[CH:45](O)(C)C. (2) Given the product [OH:25][CH2:22][C:23]#[C:24][C:2]1[C:3]([NH:8][S:9]([C:12]2[CH:17]=[CH:16][CH:15]=[CH:14][C:13]=2[C:18]([F:21])([F:20])[F:19])(=[O:11])=[O:10])=[N:4][CH:5]=[CH:6][N:7]=1, predict the reactants needed to synthesize it. The reactants are: Cl[C:2]1[C:3]([NH:8][S:9]([C:12]2[CH:17]=[CH:16][CH:15]=[CH:14][C:13]=2[C:18]([F:21])([F:20])[F:19])(=[O:11])=[O:10])=[N:4][CH:5]=[CH:6][N:7]=1.[CH2:22]([OH:25])[C:23]#[CH:24].CC(O[K])=O. (3) Given the product [ClH:19].[CH3:1][S:2][C:3]1[N:4]=[N:5][C:6]([CH:9]([NH2:11])[CH3:10])=[CH:7][N:8]=1, predict the reactants needed to synthesize it. The reactants are: [CH3:1][S:2][C:3]1[N:4]=[N:5][C:6]([CH:9]([NH:11]C(=O)OC(C)(C)C)[CH3:10])=[CH:7][N:8]=1.[ClH:19]. (4) Given the product [CH2:20]([NH:27][C@@H:12]1[CH2:11][C@H:10]([C:9]2[CH:8]=[CH:7][N:6]=[CH:5][C:4]=2[N+:1]([O-:3])=[O:2])[O:15][C@@H:14]2[CH2:16][CH2:17][CH2:18][C@H:13]12)[C:21]1[CH:26]=[CH:25][CH:24]=[CH:23][CH:22]=1, predict the reactants needed to synthesize it. The reactants are: [N+:1]([C:4]1[CH:5]=[N:6][CH:7]=[CH:8][C:9]=1[C@@H:10]1[O:15][C@@H:14]2[CH2:16][CH2:17][CH2:18][C@@H:13]2[C:12](=O)[CH2:11]1)([O-:3])=[O:2].[CH2:20]([NH2:27])[C:21]1[CH:26]=[CH:25][CH:24]=[CH:23][CH:22]=1.[Li+].[BH4-]. (5) Given the product [NH2:1][CH2:4][CH:5]1[CH2:8][CH:7]([C:9]([OH:11])=[O:10])[CH2:6]1, predict the reactants needed to synthesize it. The reactants are: [N:1]([CH2:4][CH:5]1[CH2:8][CH:7]([C:9]([O:11]CC2C=CC=CC=2)=[O:10])[CH2:6]1)=[N+]=[N-].